Task: Predict the reactants needed to synthesize the given product.. Dataset: Full USPTO retrosynthesis dataset with 1.9M reactions from patents (1976-2016) Given the product [CH:10]1([C:9]2[C:2]([O:29][C:27]3[CH:26]=[CH:25][C:24]4[B:20]([OH:30])[O:21][CH2:22][C:23]=4[CH:28]=3)=[N:3][C:4]([O:13][CH2:14][CH2:15][CH2:16][C:17](=[O:19])[CH3:18])=[C:5]([CH:8]=2)[C:6]#[N:7])[CH2:12][CH2:11]1, predict the reactants needed to synthesize it. The reactants are: Cl[C:2]1[C:9]([CH:10]2[CH2:12][CH2:11]2)=[CH:8][C:5]([C:6]#[N:7])=[C:4]([O:13][CH2:14][CH2:15][CH2:16][C:17](=[O:19])[CH3:18])[N:3]=1.[B:20]1([OH:30])[C:24]2[CH:25]=[CH:26][C:27]([OH:29])=[CH:28][C:23]=2[CH2:22][O:21]1.C([O-])([O-])=O.[Cs+].[Cs+].O.